Dataset: Catalyst prediction with 721,799 reactions and 888 catalyst types from USPTO. Task: Predict which catalyst facilitates the given reaction. (1) Reactant: [Cl:1][C:2]1[CH:3]=[C:4]([CH:25]=[CH:26][C:27]=1[Cl:28])[O:5][C:6]1[CH:11]=[CH:10][CH:9]=[CH:8][C:7]=1[NH:12][S:13]([C:16]1[CH:24]=[CH:23][C:19]([C:20](O)=[O:21])=[CH:18][CH:17]=1)(=[O:15])=[O:14].C(N(CC)CC)C.CN(C(ON1N=NC2C=CC=CC1=2)=[N+](C)C)C.F[P-](F)(F)(F)(F)F.Cl.Cl.[NH:62]1[CH2:66][CH2:65][N:64]=[C:63]1[C:67]1[CH:72]=[CH:71][C:70]([CH2:73][CH2:74][NH2:75])=[CH:69][CH:68]=1. Product: [Cl:1][C:2]1[CH:3]=[C:4]([CH:25]=[CH:26][C:27]=1[Cl:28])[O:5][C:6]1[CH:11]=[CH:10][CH:9]=[CH:8][C:7]=1[NH:12][S:13]([C:16]1[CH:24]=[CH:23][C:19]([C:20]([NH:75][CH2:74][CH2:73][C:70]2[CH:71]=[CH:72][C:67]([C:63]3[NH:64][CH2:65][CH2:66][N:62]=3)=[CH:68][CH:69]=2)=[O:21])=[CH:18][CH:17]=1)(=[O:14])=[O:15]. The catalyst class is: 9. (2) Reactant: [CH3:1][C:2]1[O:10][C:9]2[CH:8]=[CH:7][N:6]([C:11]3[CH:16]=[CH:15][C:14]([N:17]4[CH2:22][CH2:21][NH:20][CH2:19][CH2:18]4)=[CH:13][CH:12]=3)[C:5](=[O:23])[C:4]=2[CH:3]=1.CC1C=CC(S(O[CH2:35][CH2:36][CH2:37][CH2:38][C:39]2[C:47]3[C:42](=[CH:43][CH:44]=[C:45]([C:48]#[N:49])[CH:46]=3)[NH:41][CH:40]=2)(=O)=O)=CC=1.C(=O)([O-])[O-].[K+].[K+].[I-].[K+]. Product: [CH3:1][C:2]1[O:10][C:9]2[CH:8]=[CH:7][N:6]([C:11]3[CH:12]=[CH:13][C:14]([N:17]4[CH2:22][CH2:21][N:20]([CH2:35][CH2:36][CH2:37][CH2:38][C:39]5[C:47]6[C:42](=[CH:43][CH:44]=[C:45]([C:48]#[N:49])[CH:46]=6)[NH:41][CH:40]=5)[CH2:19][CH2:18]4)=[CH:15][CH:16]=3)[C:5](=[O:23])[C:4]=2[CH:3]=1. The catalyst class is: 10. (3) The catalyst class is: 10. Reactant: [CH3:1][O:2][C:3]1[CH:4]=[C:5]([C:9](=[O:18])[CH2:10][CH2:11][C:12]2[CH:17]=[CH:16][CH:15]=[CH:14][CH:13]=2)[CH:6]=[CH:7][CH:8]=1.[CH2:19]=O.[ClH:21].[CH3:22][NH:23][CH3:24]. Product: [ClH:21].[CH2:11]([CH:10]([CH2:22][N:23]([CH3:19])[CH3:24])[C:9]([C:5]1[CH:6]=[CH:7][CH:8]=[C:3]([O:2][CH3:1])[CH:4]=1)=[O:18])[C:12]1[CH:17]=[CH:16][CH:15]=[CH:14][CH:13]=1. (4) The catalyst class is: 5. Product: [ClH:1].[Cl:1][C:2]1[CH:15]=[CH:14][C:5]([CH2:6][NH2:7])=[CH:4][C:3]=1[N+:16]([O-:18])=[O:17]. Reactant: [Cl:1][C:2]1[CH:15]=[CH:14][C:5]([CH2:6][NH:7]C(=O)C(F)(F)F)=[CH:4][C:3]=1[N+:16]([O-:18])=[O:17].Cl. (5) Reactant: [S:1]1[C:5]2[CH:6]=[C:7]([CH2:10]O)[CH:8]=[CH:9][C:4]=2[N:3]=[CH:2]1.S(Cl)([Cl:14])=O. Product: [Cl:14][CH2:10][C:7]1[CH:8]=[CH:9][C:4]2[N:3]=[CH:2][S:1][C:5]=2[CH:6]=1. The catalyst class is: 4.